From a dataset of TCR-epitope binding with 47,182 pairs between 192 epitopes and 23,139 TCRs. Binary Classification. Given a T-cell receptor sequence (or CDR3 region) and an epitope sequence, predict whether binding occurs between them. (1) The epitope is AMFWSVPTV. The TCR CDR3 sequence is CASSQETPGSGVSNEQYF. Result: 0 (the TCR does not bind to the epitope). (2) Result: 1 (the TCR binds to the epitope). The TCR CDR3 sequence is CASSYSGTGAYEQYF. The epitope is GLCTLVAML. (3) The epitope is GLCTLVAML. The TCR CDR3 sequence is CASSPRGWNGLSTDTQYF. Result: 0 (the TCR does not bind to the epitope). (4) The epitope is GTITSGWTF. The TCR CDR3 sequence is CASSQFTGESSGELFF. Result: 0 (the TCR does not bind to the epitope).